Dataset: Catalyst prediction with 721,799 reactions and 888 catalyst types from USPTO. Task: Predict which catalyst facilitates the given reaction. Reactant: Br[C:2]1[N:10]=[CH:9][N:8]=[C:7]2[C:3]=1[N:4]=[CH:5][NH:6]2.[NH2:11][CH:12]([C:14]1[N:15]=[C:16]([C:31]#[N:32])[C:17]2[C:22]([C:23]=1[C:24]1[CH:29]=[CH:28][CH:27]=[C:26]([F:30])[CH:25]=1)=[CH:21][CH:20]=[CH:19][CH:18]=2)[CH3:13].C(N(CC)C(C)C)(C)C. Product: [F:30][C:26]1[CH:25]=[C:24]([C:23]2[C:22]3[C:17](=[CH:18][CH:19]=[CH:20][CH:21]=3)[C:16]([C:31]#[N:32])=[N:15][C:14]=2[CH:12]([NH:11][C:2]2[N:10]=[CH:9][N:8]=[C:7]3[C:3]=2[N:4]=[CH:5][NH:6]3)[CH3:13])[CH:29]=[CH:28][CH:27]=1. The catalyst class is: 8.